Dataset: Peptide-MHC class I binding affinity with 185,985 pairs from IEDB/IMGT. Task: Regression. Given a peptide amino acid sequence and an MHC pseudo amino acid sequence, predict their binding affinity value. This is MHC class I binding data. (1) The peptide sequence is VHSQGREAA. The MHC is HLA-A02:01 with pseudo-sequence HLA-A02:01. The binding affinity (normalized) is 0.0196. (2) The binding affinity (normalized) is 0.692. The peptide sequence is YTYGAGSYF. The MHC is HLA-A32:15 with pseudo-sequence HLA-A32:15.